The task is: Predict the reactants needed to synthesize the given product.. This data is from Full USPTO retrosynthesis dataset with 1.9M reactions from patents (1976-2016). (1) Given the product [NH2:15][C:10]1[C:11]([F:18])=[CH:12][CH:13]=[CH:14][C:28]=1[C:27]([O:26][CH3:25])=[O:48], predict the reactants needed to synthesize it. The reactants are: CN(C(ON1N=N[C:11]2[CH:12]=[CH:13][CH:14]=[N:15][C:10]1=2)=[N+](C)C)C.[F:18][P-](F)(F)(F)(F)F.[CH3:25][O:26][C:27]1[CH:28]=CC(NS(C)(=O)=O)=C(C=1)C(O)=O.C(N(CC)CC)C.[OH2:48]. (2) Given the product [Cl:8][C:7]1[C:2]2[NH:1][C:12](=[O:13])[CH2:11][O:9][C:3]=2[N:4]=[CH:5][CH:6]=1, predict the reactants needed to synthesize it. The reactants are: [NH2:1][C:2]1[C:3]([OH:9])=[N:4][CH:5]=[CH:6][C:7]=1[Cl:8].Cl[CH2:11][C:12](Cl)=[O:13].C(=O)([O-])[O-].[K+].[K+].O. (3) Given the product [Cl:1][C:2]1[N:11]=[CH:10][CH:9]=[C:8]2[C:3]=1[CH:4]=[C:5]([C:20]1[CH:21]=[CH:22][CH:23]=[CH:24][CH:25]=1)[C:6]([C:12]1[CH:19]=[CH:18][C:15]([CH:16]([OH:17])[CH3:26])=[CH:14][CH:13]=1)=[N:7]2, predict the reactants needed to synthesize it. The reactants are: [Cl:1][C:2]1[N:11]=[CH:10][CH:9]=[C:8]2[C:3]=1[CH:4]=[C:5]([C:20]1[CH:25]=[CH:24][CH:23]=[CH:22][CH:21]=1)[C:6]([C:12]1[CH:19]=[CH:18][C:15]([CH:16]=[O:17])=[CH:14][CH:13]=1)=[N:7]2.[CH3:26][Mg]Br.C(OCC)(=O)C.